Dataset: Forward reaction prediction with 1.9M reactions from USPTO patents (1976-2016). Task: Predict the product of the given reaction. (1) Given the reactants [C:1]([O:5][C:6]([N:8]1[CH2:12][CH2:11][CH2:10][C@H:9]1[C:13]([OH:15])=[O:14])=[O:7])([CH3:4])([CH3:3])[CH3:2].CCN(C(C)C)C(C)C.Br[CH2:26][C:27]([C:29]1[S:30][CH:31]=[CH:32][CH:33]=1)=[O:28], predict the reaction product. The product is: [N:8]1([C:6]([O:5][C:1]([CH3:4])([CH3:2])[CH3:3])=[O:7])[CH2:12][CH2:11][CH2:10][C@H:9]1[C:13]([O:15][CH2:26][C:27](=[O:28])[C:29]1[S:30][CH:31]=[CH:32][CH:33]=1)=[O:14]. (2) Given the reactants [NH2:1][C@@H:2]([C:22]([OH:24])=[O:23])[CH2:3][CH2:4][C:5]([NH:7][C@H:8]([C:19]([OH:21])=[O:20])[CH2:9][C:10]1[C:18]2[C:13](=[CH:14][CH:15]=[CH:16][CH:17]=2)[NH:12][CH:11]=1)=[O:6].[ClH:25].[CH2:26](O)[CH2:27][CH2:28][CH2:29][CH2:30][CH3:31], predict the reaction product. The product is: [ClH:25].[NH2:1][C@H:2]([CH2:3][CH2:4][C:5]([NH:7][C@@H:8]([CH2:9][C:10]1[C:18]2[C:13](=[CH:14][CH:15]=[CH:16][CH:17]=2)[NH:12][CH:11]=1)[C:19]([O:21][CH2:19][CH2:8][CH2:9][CH2:10][CH2:18][CH3:17])=[O:20])=[O:6])[C:22]([O:24][CH2:26][CH2:27][CH2:28][CH2:29][CH2:30][CH3:31])=[O:23]. (3) Given the reactants Br[C:2]1[CH:3]=[CH:4][C:5]([F:13])=[C:6]([CH:12]=1)[C:7]([O:9][CH2:10][CH3:11])=[O:8].[F:14][C:15]1[CH:37]=[CH:36][C:18]([CH2:19][O:20][C:21]2[CH:26]=[CH:25][C:24]([Cl:27])=[CH:23][C:22]=2[C:28]2[CH2:32][CH2:31][CH2:30][C:29]=2B(O)O)=[CH:17][CH:16]=1, predict the reaction product. The product is: [CH2:10]([O:9][C:7](=[O:8])[C:6]1[CH:12]=[C:2]([C:29]2[CH2:30][CH2:31][CH2:32][C:28]=2[C:22]2[CH:23]=[C:24]([Cl:27])[CH:25]=[CH:26][C:21]=2[O:20][CH2:19][C:18]2[CH:17]=[CH:16][C:15]([F:14])=[CH:37][CH:36]=2)[CH:3]=[CH:4][C:5]=1[F:13])[CH3:11]. (4) The product is: [Br:1][C:2]1[CH:7]=[CH:6][C:5]2[C:8]3[C:9](=[CH:10][CH:11]=[CH:12][CH:13]=3)[NH:14][C:4]=2[CH:3]=1. Given the reactants [Br:1][C:2]1[CH:7]=[CH:6][C:5]([C:8]2[CH:13]=[CH:12][CH:11]=[CH:10][C:9]=2[N+:14]([O-])=O)=[CH:4][CH:3]=1.C(OP(OCC)OCC)C.Cl.[OH-].[Na+].C([O-])([O-])=O.[Na+].[Na+], predict the reaction product.